From a dataset of Full USPTO retrosynthesis dataset with 1.9M reactions from patents (1976-2016). Predict the reactants needed to synthesize the given product. (1) Given the product [ClH:3].[ClH:3].[NH2:39][C@@H:27]([CH2:28][CH2:29][CH2:30][NH2:31])[C:26]([NH:47][C:48]1[CH:53]=[CH:52][C:51]([C:54]#[C:55][C:56]2[C:61]([F:62])=[C:60]([F:63])[N:59]=[C:58]([F:64])[C:57]=2[F:65])=[CH:50][CH:49]=1)=[O:25], predict the reactants needed to synthesize it. The reactants are: P(Cl)(Cl)([Cl:3])=O.FC1C(F)=C(C#CC2C=CC(N)=CC=2)C(F)=C(F)N=1.[O:25]=[C:26]([NH:47][C:48]1[CH:53]=[CH:52][C:51]([C:54]#[C:55][C:56]2[C:61]([F:62])=[C:60]([F:63])[N:59]=[C:58]([F:64])[C:57]=2[F:65])=[CH:50][CH:49]=1)[C@@H:27]([NH:39]C(=O)OC(C)(C)C)[CH2:28][CH2:29][CH2:30][NH:31]C(=O)OC(C)(C)C. (2) The reactants are: [CH3:1][C:2]1[N:7]=[C:6]2[CH2:8][O:9][C:10](=[O:11])[C:5]2=[CH:4][CH:3]=1.[Se](=O)=[O:13]. Given the product [O:11]=[C:10]1[C:5]2[C:6](=[N:7][C:2]([CH:1]=[O:13])=[CH:3][CH:4]=2)[CH2:8][O:9]1, predict the reactants needed to synthesize it. (3) Given the product [CH2:3]([O:6][C:7]1[CH:12]=[CH:11][C:10]([NH2:13])=[CH:9][C:8]=1[O:16][C:17]([F:18])([F:19])[F:20])[CH:4]=[CH2:5], predict the reactants needed to synthesize it. The reactants are: [NH4+].[Cl-].[CH2:3]([O:6][C:7]1[CH:12]=[CH:11][C:10]([N+:13]([O-])=O)=[CH:9][C:8]=1[O:16][C:17]([F:20])([F:19])[F:18])[CH:4]=[CH2:5].